Dataset: Catalyst prediction with 721,799 reactions and 888 catalyst types from USPTO. Task: Predict which catalyst facilitates the given reaction. (1) Reactant: [C:1]([OH:5])([CH3:4])([CH3:3])[CH3:2].[F:6][C:7]1[CH:15]=[C:14]([N+:16]([O-:18])=[O:17])[CH:13]=[CH:12][C:8]=1[C:9](O)=[O:10].C1(C)C=CC(S(Cl)(=O)=O)=CC=1. Product: [F:6][C:7]1[CH:15]=[C:14]([N+:16]([O-:18])=[O:17])[CH:13]=[CH:12][C:8]=1[C:9]([O:5][C:1]([CH3:4])([CH3:3])[CH3:2])=[O:10]. The catalyst class is: 17. (2) Reactant: [C:1]([CH:4]([CH2:32][CH2:33][C:34]([F:37])([CH3:36])[CH3:35])[CH2:5][CH:6]([O:28][C:29](=[O:31])[CH3:30])[CH:7]([NH:15][C:16]([C:18]1[CH:27]=[N:26][C:25]2[C:20](=[CH:21][CH:22]=[CH:23][CH:24]=2)[N:19]=1)=[O:17])[CH2:8][C:9]1[CH:14]=[CH:13][CH:12]=[CH:11][CH:10]=1)(=[O:3])[NH2:2].CO[CH:40](OC)[N:41]([CH3:43])[CH3:42]. Product: [CH3:40][N:41]([CH:43]=[N:2][C:1]([CH:4]([CH2:32][CH2:33][C:34]([F:37])([CH3:36])[CH3:35])[CH2:5][CH:6]([O:28][C:29](=[O:31])[CH3:30])[CH:7]([NH:15][C:16]([C:18]1[CH:27]=[N:26][C:25]2[C:20](=[CH:21][CH:22]=[CH:23][CH:24]=2)[N:19]=1)=[O:17])[CH2:8][C:9]1[CH:10]=[CH:11][CH:12]=[CH:13][CH:14]=1)=[O:3])[CH3:42]. The catalyst class is: 34. (3) Reactant: [CH:1]1([CH2:7][N:8]2[C:12]([C:13]3[CH:18]=[C:17]([C:19]([CH3:22])([CH3:21])[CH3:20])[CH:16]=[C:15]([C:23]([CH3:26])([CH3:25])[CH3:24])[CH:14]=3)=[CH:11][C:10]([S:27]([NH2:30])(=[O:29])=[O:28])=[C:9]2[CH3:31])[CH2:6][CH2:5][CH2:4][CH2:3][CH2:2]1.[H-].[Na+].Br[CH2:35][CH2:36][C:37]([O:39][CH2:40]C)=[O:38].O. Product: [CH:1]1([CH2:7][N:8]2[C:12]([C:13]3[CH:18]=[C:17]([C:19]([CH3:22])([CH3:20])[CH3:21])[CH:16]=[C:15]([C:23]([CH3:24])([CH3:25])[CH3:26])[CH:14]=3)=[CH:11][C:10]([S:27]([NH:30][CH2:35][CH2:36][C:37]([O:39][CH3:40])=[O:38])(=[O:29])=[O:28])=[C:9]2[CH3:31])[CH2:2][CH2:3][CH2:4][CH2:5][CH2:6]1. The catalyst class is: 3.